The task is: Predict the reaction yield, written as a fraction of the theoretical maximum amount of product (1.0 means a 100% yield; for example, 0.34 means a 34% yield).. This data is from Reaction yield outcomes from USPTO patents with 853,638 reactions. (1) The reactants are [OH:1][C@H:2]1[CH2:7][CH2:6][CH2:5][CH2:4][C@H:3]1[N:8]1[C:17]2[C:12](=[CH:13][C:14](I)=[CH:15][CH:16]=2)[C:11](=[O:19])[C:10]([C:20]([O:22][CH2:23][CH3:24])=[O:21])=[CH:9]1.[CH2:25]([NH:27][C:28]([NH:30][C:31]1[CH:36]=[C:35]([C:37]2[S:38][CH:39]=[C:40]([C:42]([F:45])([F:44])[F:43])[N:41]=2)[C:34](B2OC(C)(C)C(C)(C)O2)=[CH:33][N:32]=1)=[O:29])[CH3:26].C(=O)([O-])[O-].[K+].[K+]. The catalyst is C(#N)C.O.C([O-])(=O)C.[Pd+2].C([O-])(=O)C.C(P(C(C)(C)C)[C-]1C=CC=C1)(C)(C)C.[C-]1(P(C(C)(C)C)C(C)(C)C)C=CC=C1.[Fe+2]. The product is [CH2:25]([NH:27][C:28](=[O:29])[NH:30][C:31]1[N:32]=[CH:33][C:34]([C:14]2[CH:13]=[C:12]3[C:17](=[CH:16][CH:15]=2)[N:8]([C@@H:3]2[CH2:4][CH2:5][CH2:6][CH2:7][C@@H:2]2[OH:1])[CH:9]=[C:10]([C:20]([O:22][CH2:23][CH3:24])=[O:21])[C:11]3=[O:19])=[C:35]([C:37]2[S:38][CH:39]=[C:40]([C:42]([F:45])([F:44])[F:43])[N:41]=2)[CH:36]=1)[CH3:26]. The yield is 0.780. (2) The reactants are Cl[C:2]1[N:11]=[C:10]([NH2:12])[C:9]2[C:4](=[CH:5][CH:6]=[CH:7][CH:8]=2)[N:3]=1.[NH2:13][NH2:14]. The catalyst is C(O)C. The product is [NH:13]([C:2]1[N:11]=[C:10]([NH2:12])[C:9]2[C:4](=[CH:5][CH:6]=[CH:7][CH:8]=2)[N:3]=1)[NH2:14]. The yield is 0.860. (3) The reactants are [CH2:1]([OH:4])[CH2:2][OH:3].[Cl:5][C:6]1[S:7][C:8]([CH:12]=O)=[C:9]([Cl:11])[N:10]=1.C1(C)C=CC=CC=1. The catalyst is C(=O)([O-])[O-].[Na+].[Na+].O.CC1C=CC(S(O)(=O)=O)=CC=1. The product is [Cl:5][C:6]1[S:7][C:8]([CH:12]2[O:4][CH2:1][CH2:2][O:3]2)=[C:9]([Cl:11])[N:10]=1. The yield is 0.930. (4) The reactants are [Br:1][C:2]1[C:7]([CH:8]=[O:9])=[C:6]([F:10])[C:5]([O:11]C)=[CH:4][CH:3]=1.B(Br)(Br)Br. The catalyst is ClCCl. The product is [Br:1][C:2]1[C:7]([CH:8]=[O:9])=[C:6]([F:10])[C:5]([OH:11])=[CH:4][CH:3]=1. The yield is 0.860.